This data is from Forward reaction prediction with 1.9M reactions from USPTO patents (1976-2016). The task is: Predict the product of the given reaction. (1) Given the reactants [CH3:1][C:2]1[C:3]2[N:4]([N:14]=[C:15]([NH2:17])[N:16]=2)[C:5]([O:8][CH2:9][C:10]([F:13])([F:12])[F:11])=[N:6][CH:7]=1.Br[C:19]1[CH:24]=[CH:23][C:22]([N:25]2[CH:29]=[C:28]([CH3:30])[N:27]=[CH:26]2)=[C:21]([O:31][CH3:32])[CH:20]=1.C(Cl)Cl, predict the reaction product. The product is: [CH3:32][O:31][C:21]1[CH:20]=[C:19]([NH:17][C:15]2[N:16]=[C:3]3[N:4]([C:5]([O:8][CH2:9][C:10]([F:11])([F:13])[F:12])=[N:6][CH:7]=[C:2]3[CH3:1])[N:14]=2)[CH:24]=[CH:23][C:22]=1[N:25]1[CH:29]=[C:28]([CH3:30])[N:27]=[CH:26]1. (2) Given the reactants [CH2:1]([C:13]1[C:21]2[S:22][CH:23]=[CH:24][C:20]=2[C:19]([CH2:25][CH2:26][CH2:27][CH2:28][CH2:29][CH2:30][CH2:31][CH2:32][CH2:33][CH2:34][CH2:35][CH3:36])=[C:15]2[S:16][CH:17]=[CH:18][C:14]=12)[CH2:2][CH2:3][CH2:4][CH2:5][CH2:6][CH2:7][CH2:8][CH2:9][CH2:10][CH2:11][CH3:12].C([Li])CCC.[CH3:42][Sn:43](Cl)([CH3:45])[CH3:44], predict the reaction product. The product is: [CH3:42][Sn:43]([CH3:45])([CH3:44])[C:17]1[S:16][C:15]2=[C:19]([CH2:25][CH2:26][CH2:27][CH2:28][CH2:29][CH2:30][CH2:31][CH2:32][CH2:33][CH2:34][CH2:35][CH3:36])[C:20]3[CH:24]=[C:23]([Sn:43]([CH3:45])([CH3:44])[CH3:42])[S:22][C:21]=3[C:13]([CH2:1][CH2:2][CH2:3][CH2:4][CH2:5][CH2:6][CH2:7][CH2:8][CH2:9][CH2:10][CH2:11][CH3:12])=[C:14]2[CH:18]=1. (3) Given the reactants [NH2:1][C:2]1[C:3]2[CH:13]=[CH:12][C:11]([F:14])=[CH:10][C:4]=2[S:5][C:6]=1C(O)=O.[NH:15]1[CH2:21][CH2:20][CH2:19]N[CH2:17][CH2:16]1.O.C1(C)C=CC(S(O)(=O)=O)=CC=1, predict the reaction product. The product is: [F:14][C:11]1[CH:12]=[CH:13][C:3]2[C:2]([N:1]3[CH2:19][CH2:20][CH2:21][NH:15][CH2:16][CH2:17]3)=[CH:6][S:5][C:4]=2[CH:10]=1. (4) Given the reactants C(OC(=O)[NH:7][CH2:8][C:9]([CH3:48])([CH3:47])[CH2:10][NH:11][C:12](=[O:46])[C:13]1[CH:18]=[CH:17][C:16]([NH:19][C:20]2[N:25]=[C:24]([NH:26][CH2:27][C:28]3[CH:33]=[CH:32][C:31]([O:34][CH2:35][C:36]([CH2:38][Cl:39])=[CH2:37])=[CH:30][CH:29]=3)[N:23]=[C:22]([O:40][CH2:41][C:42]([F:45])([F:44])[F:43])[N:21]=2)=[CH:15][CH:14]=1)(C)(C)C.C(O)(C(F)(F)F)=O, predict the reaction product. The product is: [NH2:7][CH2:8][C:9]([CH3:48])([CH3:47])[CH2:10][NH:11][C:12](=[O:46])[C:13]1[CH:18]=[CH:17][C:16]([NH:19][C:20]2[N:25]=[C:24]([NH:26][CH2:27][C:28]3[CH:33]=[CH:32][C:31]([O:34][CH2:35][C:36]([CH2:38][Cl:39])=[CH2:37])=[CH:30][CH:29]=3)[N:23]=[C:22]([O:40][CH2:41][C:42]([F:45])([F:44])[F:43])[N:21]=2)=[CH:15][CH:14]=1. (5) Given the reactants [Cl:1][C:2]1[C:3]([OH:14])=[C:4]([C:9](=[O:13])[CH:10]([CH3:12])[CH3:11])[CH:5]=[C:6]([OH:8])[CH:7]=1.Cl[Si:16]([CH:23]([CH3:25])[CH3:24])([CH:20]([CH3:22])[CH3:21])[CH:17]([CH3:19])[CH3:18], predict the reaction product. The product is: [Cl:1][C:2]1[C:3]([OH:14])=[C:4]([C:9](=[O:13])[CH:10]([CH3:11])[CH3:12])[CH:5]=[C:6]([O:8][Si:16]([CH:23]([CH3:25])[CH3:24])([CH:20]([CH3:22])[CH3:21])[CH:17]([CH3:19])[CH3:18])[CH:7]=1. (6) The product is: [O:3]=[C:4]1[C:13]2[C:8](=[CH:9][CH:10]=[C:11]([C:14]([OH:16])=[O:15])[CH:12]=2)[O:7][CH:6]=[CH:5]1. Given the reactants [OH-].[Na+].[O:3]=[C:4]1[C:13]2[C:8](=[CH:9][CH:10]=[C:11]([C:14]([O-:16])=[O:15])[CH:12]=2)[O:7][CH:6]=[CH:5]1.O.Cl, predict the reaction product. (7) The product is: [NH:27]([C:28]1[N:30]=[C:5]([C:7]2[N:11]([CH2:12][CH3:13])[C:10]([CH3:14])=[N:9][C:8]=2[CH3:15])[CH:4]=[CH:3][N:29]=1)[C:21]1[CH:26]=[CH:25][CH:24]=[CH:23][CH:22]=1. Given the reactants CN(C)[CH:3]=[CH:4][C:5]([C:7]1[N:11]([CH2:12][CH3:13])[C:10]([CH3:14])=[N:9][C:8]=1[CH3:15])=O.C(=O)(O)O.[C:21]1([NH:27][C:28]([NH2:30])=[NH:29])[CH:26]=[CH:25][CH:24]=[CH:23][CH:22]=1.C[O-].[Na+].O, predict the reaction product. (8) Given the reactants [C@H:1]12[CH2:6][C@H:5]1[CH2:4][C@@H:3]([C:7]([O:9]C)=O)[N:2]2[C:11]([O:13][C:14]([CH3:17])([CH3:16])[CH3:15])=[O:12].[NH2:18][C:19]1[CH:24]=[N:23][CH:22]=[CH:21][N:20]=1.F[C@H]1CN(C(OC(C)(C)C)=O)[C@H](C(=O)NC2C=NC=CN=2)C1, predict the reaction product. The product is: [N:20]1[CH:21]=[CH:22][N:23]=[CH:24][C:19]=1[NH:18][C:7]([C@@H:3]1[CH2:4][C@H:5]2[C@H:1]([CH2:6]2)[N:2]1[C:11]([O:13][C:14]([CH3:17])([CH3:16])[CH3:15])=[O:12])=[O:9]. (9) The product is: [C:28]([O:27][C:25](=[O:26])[N:14]([CH2:13][CH2:12][N:8]1[C:9]2[C:4](=[CH:3][C:2]([Br:1])=[CH:11][CH:10]=2)[CH2:5][CH2:6][CH2:7]1)[CH:15]([CH3:17])[CH3:16])([CH3:31])([CH3:30])[CH3:29]. Given the reactants [Br:1][C:2]1[CH:3]=[C:4]2[C:9](=[CH:10][CH:11]=1)[N:8]([CH2:12][CH2:13][NH:14][CH:15]([CH3:17])[CH3:16])[CH2:7][CH2:6][CH2:5]2.C(N(CC)CC)C.[C:25](O[C:25]([O:27][C:28]([CH3:31])([CH3:30])[CH3:29])=[O:26])([O:27][C:28]([CH3:31])([CH3:30])[CH3:29])=[O:26], predict the reaction product. (10) Given the reactants [N+:1]([C:4]1[CH:9]=[CH:8][C:7]([SH:10])=[CH:6][CH:5]=1)([O-:3])=[O:2].[OH-].[Na+].[CH2:13](I)[CH3:14].[Cl-].[Na+], predict the reaction product. The product is: [CH2:13]([S:10][C:7]1[CH:8]=[CH:9][C:4]([N+:1]([O-:3])=[O:2])=[CH:5][CH:6]=1)[CH3:14].